From a dataset of Reaction yield outcomes from USPTO patents with 853,638 reactions. Predict the reaction yield, written as a fraction of the theoretical maximum amount of product (1.0 means a 100% yield; for example, 0.34 means a 34% yield). (1) The reactants are [Cl:1][C:2]1[CH:7]=[C:6]([NH:8][C:9]2[C:18]3[C:13](=[CH:14][CH:15]=[CH:16][C:17]=3[O:19][C@H:20]([C@H:22]3[CH2:26][CH2:25][CH2:24][NH:23]3)[CH3:21])[N:12]=[CH:11][N:10]=2)[CH:5]=[CH:4][C:3]=1[OH:27].[C:28](O)(=[O:31])[CH2:29][OH:30]. The product is [Cl:1][C:2]1[CH:7]=[C:6]([NH:8][C:9]2[C:18]3[C:13](=[CH:14][CH:15]=[CH:16][C:17]=3[O:19][C@H:20]([C@H:22]3[CH2:26][CH2:25][CH2:24][N:23]3[C:29](=[O:30])[CH2:28][OH:31])[CH3:21])[N:12]=[CH:11][N:10]=2)[CH:5]=[CH:4][C:3]=1[OH:27]. No catalyst specified. The yield is 0.630. (2) The reactants are [O:1]=[CH:2][C@@H:3]([C@H:5]([C@@H:7]([C@@H:9]([CH2:11][OH:12])[OH:10])[OH:8])[OH:6])[OH:4].FC(F)(F)S(O)(=O)=O.[CH2:21](O)[CH:22]=[CH2:23].[C:25](Cl)([C:38]1[CH:43]=[CH:42][CH:41]=[CH:40][CH:39]=1)(C1C=CC=CC=1)C1C=CC=CC=1.[CH2:45](Cl)[C:46]1[CH:51]=[CH:50][CH:49]=[CH:48][CH:47]=1.[H-].[Na+]. The catalyst is C(N(CC)CC)C. The product is [CH2:21]([O:1][CH:2]1[O:10][C@H:9]([CH2:11][OH:12])[C@@H:7]([O:8][CH2:45][C:46]2[CH:51]=[CH:50][CH:49]=[CH:48][CH:47]=2)[C@H:5]([O:6][CH2:25][C:38]2[CH:43]=[CH:42][CH:41]=[CH:40][CH:39]=2)[C@H:3]1[O:4][CH2:25][C:38]1[CH:39]=[CH:40][CH:41]=[CH:42][CH:43]=1)[CH:22]=[CH2:23]. The yield is 0.540. (3) The reactants are [H-].[Na+].[CH3:3][C:4]([OH:9])([C@H:6]([OH:8])[CH3:7])[CH3:5].[Cl:10][C:11]1[N:16]=[C:15](Cl)[C:14]([I:18])=[CH:13][N:12]=1.[Na+].[Cl-]. The catalyst is C(OCC)C.C(#N)C. The product is [Cl:10][C:11]1[N:16]=[C:15]([O:8][C@H:6]([CH3:7])[C:4]([CH3:5])([OH:9])[CH3:3])[C:14]([I:18])=[CH:13][N:12]=1. The yield is 0.410.